From a dataset of Reaction yield outcomes from USPTO patents with 853,638 reactions. Predict the reaction yield, written as a fraction of the theoretical maximum amount of product (1.0 means a 100% yield; for example, 0.34 means a 34% yield). (1) The product is [CH3:17][C:18]1([CH3:32])[CH2:23][O:22][B:21]([C:2]2[CH:16]=[CH:15][C:5]([O:6][CH2:7][CH:8]3[CH2:11][N:10]([C:12](=[O:14])[CH3:13])[CH2:9]3)=[CH:4][CH:3]=2)[O:20][CH2:19]1. The catalyst is O1CCOCC1.C1C=CC(P(C2C=CC=CC=2)[C-]2C=CC=C2)=CC=1.C1C=CC(P(C2C=CC=CC=2)[C-]2C=CC=C2)=CC=1.Cl[Pd]Cl.[Fe+2]. The yield is 0.800. The reactants are Br[C:2]1[CH:16]=[CH:15][C:5]([O:6][CH2:7][CH:8]2[CH2:11][N:10]([C:12](=[O:14])[CH3:13])[CH2:9]2)=[CH:4][CH:3]=1.[CH3:17][C:18]1([CH3:32])[CH2:23][O:22][B:21]([B:21]2[O:22][CH2:23][C:18]([CH3:32])([CH3:17])[CH2:19][O:20]2)[O:20][CH2:19]1.C([O-])(=O)C.[K+]. (2) The reactants are [H-].[Al+3].[Li+].[H-].[H-].[H-].[CH:7]1([C:13]2[N:17]([CH3:18])[N:16]=[C:15]([C:19]3[CH:26]=[CH:25][C:22]([C:23]#[N:24])=[CH:21][CH:20]=3)[N:14]=2)[CH2:12][CH2:11][CH2:10][CH2:9][CH2:8]1.O.[OH-].[Na+]. The catalyst is O1CCCC1. The product is [CH:7]1([C:13]2[N:17]([CH3:18])[N:16]=[C:15]([C:19]3[CH:26]=[CH:25][C:22]([CH2:23][NH2:24])=[CH:21][CH:20]=3)[N:14]=2)[CH2:8][CH2:9][CH2:10][CH2:11][CH2:12]1. The yield is 0.990.